Dataset: Full USPTO retrosynthesis dataset with 1.9M reactions from patents (1976-2016). Task: Predict the reactants needed to synthesize the given product. (1) Given the product [F:13][C:8]1[C:9]([CH:11]=[O:12])=[N:10][C:5]([C:15]2[O:14][CH:18]=[CH:17][CH:16]=2)=[CH:6][CH:7]=1, predict the reactants needed to synthesize it. The reactants are: B(O)O.Br[C:5]1[N:10]=[C:9]([CH:11]=[O:12])[C:8]([F:13])=[CH:7][CH:6]=1.[O:14]1[CH:18]=[CH:17][CH:16]=[C:15]1B(O)O. (2) Given the product [C:38](=[O:39])([O:49][CH2:50][CH2:51][S:52][S:53][C:54]1[CH:59]=[CH:58][CH:57]=[CH:56][N:55]=1)[O:27][CH2:26][CH2:25][N:9]1[C@@H:8]2[C@H:10]1[CH2:11][CH2:12][CH2:13][C@H:14]([CH3:24])[C@H:15]([OH:23])[C@@H:16]([CH3:22])[C:17](=[O:21])[C:18]([CH3:19])([CH3:20])[C@@H:2]([OH:1])[CH2:3][C:4](=[O:37])[O:5][C@H:6](/[C:28](/[CH3:36])=[CH:29]/[C:30]1[N:31]=[C:32]([CH3:35])[S:33][CH:34]=1)[CH2:7]2, predict the reactants needed to synthesize it. The reactants are: [OH:1][CH:2]1[C:18]([CH3:20])([CH3:19])[C:17](=[O:21])[CH:16]([CH3:22])[CH:15]([OH:23])[CH:14]([CH3:24])[CH2:13][CH2:12][CH2:11][CH:10]2[CH:8]([N:9]2[CH2:25][CH2:26][OH:27])[CH2:7][CH:6]([C:28]([CH3:36])=[CH:29][C:30]2[N:31]=[C:32]([CH3:35])[S:33][CH:34]=2)[O:5][C:4](=[O:37])[CH2:3]1.[C:38](=O)([O:49][CH2:50][CH2:51][S:52][S:53][C:54]1[CH:59]=[CH:58][CH:57]=[CH:56][N:55]=1)[O:39]N1C2C=CC=CC=2N=N1.